From a dataset of NCI-60 drug combinations with 297,098 pairs across 59 cell lines. Regression. Given two drug SMILES strings and cell line genomic features, predict the synergy score measuring deviation from expected non-interaction effect. Drug 1: C1C(C(OC1N2C=C(C(=O)NC2=O)F)CO)O. Drug 2: CC1=C(C(=O)C2=C(C1=O)N3CC4C(C3(C2COC(=O)N)OC)N4)N. Cell line: ACHN. Synergy scores: CSS=67.8, Synergy_ZIP=-2.98, Synergy_Bliss=-2.36, Synergy_Loewe=0.135, Synergy_HSA=2.39.